Dataset: Peptide-MHC class II binding affinity with 134,281 pairs from IEDB. Task: Regression. Given a peptide amino acid sequence and an MHC pseudo amino acid sequence, predict their binding affinity value. This is MHC class II binding data. (1) The peptide sequence is EKKYFAATQFYPLAA. The MHC is HLA-DPA10103-DPB10401 with pseudo-sequence HLA-DPA10103-DPB10401. The binding affinity (normalized) is 1.00. (2) The binding affinity (normalized) is 0.196. The MHC is DRB5_0101 with pseudo-sequence DRB5_0101. The peptide sequence is GKARTAWVDSGAQLG.